Task: Predict which catalyst facilitates the given reaction.. Dataset: Catalyst prediction with 721,799 reactions and 888 catalyst types from USPTO (1) Reactant: [NH2:1][C:2]12[CH2:10][CH2:9][CH:6]([CH2:7][CH2:8]1)[CH2:5][N:4]1[C:11](=[O:27])[C:12]([OH:26])=[C:13]([C:15]([NH:17][CH2:18][C:19]3[CH:24]=[CH:23][C:22]([F:25])=[CH:21][CH:20]=3)=[O:16])[N:14]=[C:3]21.C[CH2:29][N:30](CC)[CH2:31]C.Cl[C:36](=[O:41])[C:37](OC)=[O:38].CNC.CO. Product: [F:25][C:22]1[CH:21]=[CH:20][C:19]([CH2:18][NH:17][C:15]([C:13]2[N:14]=[C:3]3[C:2]4([NH:1][C:36](=[O:41])[C:37]([N:30]([CH3:31])[CH3:29])=[O:38])[CH2:8][CH2:7][CH:6]([CH2:9][CH2:10]4)[CH2:5][N:4]3[C:11](=[O:27])[C:12]=2[OH:26])=[O:16])=[CH:24][CH:23]=1. The catalyst class is: 497. (2) Reactant: [C:1]([O:4][CH2:5][CH2:6]Br)(=[O:3])[CH3:2].[Li].[C:9]([C:13]1[CH:28]=[CH:27][C:16]([C:17]([C:19](=[C:22](SC)[S:23][CH3:24])[C:20]#[N:21])=O)=[CH:15][CH:14]=1)([CH3:12])([CH3:11])[CH3:10].[Cl-].[NH4+].C1C[O:34]CC1. Product: [CH2:5]([O:4][C:1]([C:2]1[O:34][C:22]([S:23][CH3:24])=[C:19]([C:20]#[N:21])[C:17]=1[C:16]1[CH:27]=[CH:28][C:13]([C:9]([CH3:12])([CH3:11])[CH3:10])=[CH:14][CH:15]=1)=[O:3])[CH3:6]. The catalyst class is: 25. (3) Product: [CH2:19]([O:26][C:27]1[C:28]([CH3:36])=[C:29]([CH3:35])[C:30]([NH:34][C:16](=[O:17])[CH2:15][O:8][C:9]2[CH:14]=[CH:13][CH:12]=[CH:11][CH:10]=2)=[N:31][C:32]=1[CH3:33])[C:20]1[CH:21]=[CH:22][CH:23]=[CH:24][CH:25]=1. The catalyst class is: 2. Reactant: C(N(CC)CC)C.[O:8]([CH2:15][C:16](Cl)=[O:17])[C:9]1[CH:14]=[CH:13][CH:12]=[CH:11][CH:10]=1.[CH2:19]([O:26][C:27]1[C:28]([CH3:36])=[C:29]([CH3:35])[C:30]([NH2:34])=[N:31][C:32]=1[CH3:33])[C:20]1[CH:25]=[CH:24][CH:23]=[CH:22][CH:21]=1. (4) Reactant: [CH3:1][O:2][CH2:3][CH2:4][NH:5][CH2:6][C:7]1[CH:12]=[CH:11][C:10]([S:13][C:14]([CH3:23])([CH3:22])[C:15]([O:17][C:18]([CH3:21])([CH3:20])[CH3:19])=[O:16])=[CH:9][CH:8]=1.[Cl:24][C:25]1[CH:30]=[C:29](Cl)[N:28]=[CH:27][N:26]=1.C(N(CC)CC)C.O. Product: [Cl:24][C:25]1[N:26]=[CH:27][N:28]=[C:29]([N:5]([CH2:6][C:7]2[CH:12]=[CH:11][C:10]([S:13][C:14]([CH3:23])([CH3:22])[C:15]([O:17][C:18]([CH3:21])([CH3:20])[CH3:19])=[O:16])=[CH:9][CH:8]=2)[CH2:4][CH2:3][O:2][CH3:1])[CH:30]=1. The catalyst class is: 3. (5) Reactant: [NH2:1][C@H:2]1[C:11]2[C:6](=[N:7][C:8]([F:12])=[CH:9][CH:10]=2)[O:5][C@@H:4]([C:13]2[CH:14]=[C:15]([CH:20]=[CH:21][CH:22]=2)[C:16]([O:18][CH3:19])=[O:17])[CH2:3]1.[F:23][C:24]1([F:39])[O:28][C:27]2[CH:29]=[CH:30][C:31]([C:33]3([C:36](Cl)=[O:37])[CH2:35][CH2:34]3)=[CH:32][C:26]=2[O:25]1.C(N(CC)CC)C. Product: [F:39][C:24]1([F:23])[O:28][C:27]2[CH:29]=[CH:30][C:31]([C:33]3([C:36]([NH:1][C@H:2]4[C:11]5[C:6](=[N:7][C:8]([F:12])=[CH:9][CH:10]=5)[O:5][C@@H:4]([C:13]5[CH:14]=[C:15]([CH:20]=[CH:21][CH:22]=5)[C:16]([O:18][CH3:19])=[O:17])[CH2:3]4)=[O:37])[CH2:34][CH2:35]3)=[CH:32][C:26]=2[O:25]1. The catalyst class is: 2. (6) Reactant: [CH3:1][O:2][C:3]1[CH:8]=[C:7]([O:9][CH3:10])[CH:6]=[CH:5][C:4]=1[C:11]1[C:15]([O:16][C:17]2[CH:22]=[CH:21][CH:20]=[CH:19][C:18]=2[Cl:23])=[CH:14][NH:13][N:12]=1.Cl[S:25]([OH:28])(=[O:27])=[O:26]. The catalyst class is: 4. Product: [CH3:1][O:2][C:3]1[CH:8]=[C:7]([O:9][CH3:10])[C:6]([S:25]([OH:28])(=[O:27])=[O:26])=[CH:5][C:4]=1[C:11]1[C:15]([O:16][C:17]2[CH:22]=[CH:21][CH:20]=[CH:19][C:18]=2[Cl:23])=[CH:14][NH:13][N:12]=1.